Dataset: Catalyst prediction with 721,799 reactions and 888 catalyst types from USPTO. Task: Predict which catalyst facilitates the given reaction. (1) Reactant: [Cl:1][C:2]1[C:11]2[C:6](=[CH:7][CH:8]=[CH:9][CH:10]=2)[N:5]=[CH:4][CH:3]=1.[S:12]1[CH:16]=[CH:15][C:14]2[C:17]([N:21]3[CH2:26][CH2:25][N:24]([CH2:27][CH2:28][CH2:29][OH:30])[CH2:23][CH2:22]3)=[CH:18][CH:19]=[CH:20][C:13]1=2.C(=O)([O-])[O-].[K+].[K+].CN(C)C=O. Product: [ClH:1].[S:12]1[CH:16]=[CH:15][C:14]2[C:17]([N:21]3[CH2:22][CH2:23][N:24]([CH2:27][CH2:28][CH2:29][O:30][C:2]4[C:11]5[C:6](=[CH:7][CH:8]=[CH:9][CH:10]=5)[N:5]=[CH:4][CH:3]=4)[CH2:25][CH2:26]3)=[CH:18][CH:19]=[CH:20][C:13]1=2. The catalyst class is: 6. (2) Reactant: [Cl:1][C:2]1[CH:7]=[CH:6][CH:5]=[CH:4][C:3]=1[C:8](=[O:21])[C:9](=[CH:17][N:18]([CH3:20])C)[C:10]([O:12][C:13]([CH3:16])([CH3:15])[CH3:14])=[O:11].[I:22][C:23]1[CH:29]=[CH:28]C(N)=[CH:25][CH:24]=1. Product: [Cl:1][C:2]1[CH:7]=[CH:6][CH:5]=[CH:4][C:3]=1[C:8](=[O:21])[C:9](=[CH:17][NH:18][C:20]1[CH:28]=[CH:29][C:23]([I:22])=[CH:24][CH:25]=1)[C:10]([O:12][C:13]([CH3:14])([CH3:15])[CH3:16])=[O:11]. The catalyst class is: 11. (3) Product: [CH3:3][CH:2]([O:4][C@@H:5]([CH3:22])[C@@H:6]([C:18]([O:20][CH3:21])=[O:19])[NH2:7])[CH3:1]. Reactant: [CH3:1][CH:2]([O:4][C@@H:5]([CH3:22])[C@@H:6]([C:18]([O:20][CH3:21])=[O:19])[NH:7]C(OCC1C=CC=CC=1)=O)[CH3:3]. The catalyst class is: 50. (4) Reactant: [C:1]([O:5][C:6]([N:8]1[CH2:11][CH:10]([CH2:12][NH2:13])[CH2:9]1)=[O:7])([CH3:4])([CH3:3])[CH3:2].[CH3:14][C:15]1[C:16]([CH:21]=O)=[N:17][CH:18]=[CH:19][CH:20]=1.[BH-](OC(C)=O)(OC(C)=O)OC(C)=O.[Na+]. Product: [C:1]([O:5][C:6]([N:8]1[CH2:11][CH:10]([CH2:12][NH:13][CH2:21][C:16]2[C:15]([CH3:14])=[CH:20][CH:19]=[CH:18][N:17]=2)[CH2:9]1)=[O:7])([CH3:4])([CH3:3])[CH3:2]. The catalyst class is: 2. (5) Reactant: [CH:1]1([CH:7]2[CH2:19][C:18]3[C:17]4[C:12](=[CH:13][CH:14]=[C:15]([C:20]([N:22]([CH2:24][C:25]([NH:27][CH:28]5[CH2:30][CH2:29]5)=[O:26])[CH3:23])=[O:21])[CH:16]=4)[NH:11][C:10]=3[CH2:9][CH2:8]2)[CH2:6][CH2:5][CH2:4][CH2:3][CH2:2]1.[H-].[Na+].[CH3:33][S:34](Cl)(=[O:36])=[O:35]. Product: [CH:1]1([CH:7]2[CH2:19][C:18]3[C:17]4[C:12](=[CH:13][CH:14]=[C:15]([C:20]([N:22]([CH2:24][C:25]([NH:27][CH:28]5[CH2:29][CH2:30]5)=[O:26])[CH3:23])=[O:21])[CH:16]=4)[N:11]([S:34]([CH3:33])(=[O:36])=[O:35])[C:10]=3[CH2:9][CH2:8]2)[CH2:2][CH2:3][CH2:4][CH2:5][CH2:6]1. The catalyst class is: 3. (6) Reactant: [CH:1](/[C:4]1[C:14]2[O:13][CH2:12][CH2:11][N:10](C(OC(C)(C)C)=O)[CH2:9][C:8]=2[CH:7]=[CH:6][CH:5]=1)=[CH:2]\[CH3:3].C(OCC)(=O)C.[ClH:28]. Product: [ClH:28].[CH:1](/[C:4]1[C:14]2[O:13][CH2:12][CH2:11][NH:10][CH2:9][C:8]=2[CH:7]=[CH:6][CH:5]=1)=[CH:2]\[CH3:3]. The catalyst class is: 13. (7) Reactant: [CH:1]1([C:5]2[C:13](I)=[CH:12][C:8]([C:9]([OH:11])=[O:10])=[C:7]([CH3:15])[CH:6]=2)[CH2:4][CH2:3][CH2:2]1.[Li]CCCC.[C:21](=O)([O:24]C)[O:22][CH3:23]. Product: [CH:1]1([C:5]2[C:13]([C:21]([O:22][CH3:23])=[O:24])=[CH:12][C:8]([C:9]([OH:11])=[O:10])=[C:7]([CH3:15])[CH:6]=2)[CH2:4][CH2:3][CH2:2]1. The catalyst class is: 1.